From a dataset of Forward reaction prediction with 1.9M reactions from USPTO patents (1976-2016). Predict the product of the given reaction. (1) Given the reactants Cl.[CH3:2][O:3][C:4]1[CH:5]=[C:6]([C:12]2[C:13]([CH2:25][CH3:26])([CH3:24])[C:14](=[O:23])[N:15]([CH:17]3[CH2:22][CH2:21][NH:20][CH2:19][CH2:18]3)[N:16]=2)[CH:7]=[CH:8][C:9]=1[O:10][CH3:11].[CH3:27][C:28]1[CH:29]=[C:30]([S:34](Cl)(=[O:36])=[O:35])[CH:31]=[CH:32][CH:33]=1, predict the reaction product. The product is: [CH3:2][O:3][C:4]1[CH:5]=[C:6]([C:12]2[C:13]([CH2:25][CH3:26])([CH3:24])[C:14](=[O:23])[N:15]([CH:17]3[CH2:22][CH2:21][N:20]([S:34]([C:30]4[CH:31]=[CH:32][CH:33]=[C:28]([CH3:27])[CH:29]=4)(=[O:36])=[O:35])[CH2:19][CH2:18]3)[N:16]=2)[CH:7]=[CH:8][C:9]=1[O:10][CH3:11]. (2) Given the reactants C[O:2][C:3](=[O:25])[CH2:4][C:5]1[C:9]2[C:10]([Cl:24])=[CH:11][C:12]([O:14][CH2:15][C:16]3[C:17]([CH3:23])=[N:18][C:19]([CH3:22])=[CH:20][CH:21]=3)=[CH:13][C:8]=2[S:7][CH:6]=1.[OH-].[Na+].Cl, predict the reaction product. The product is: [Cl:24][C:10]1[C:9]2[C:5]([CH2:4][C:3]([OH:25])=[O:2])=[CH:6][S:7][C:8]=2[CH:13]=[C:12]([O:14][CH2:15][C:16]2[C:17]([CH3:23])=[N:18][C:19]([CH3:22])=[CH:20][CH:21]=2)[CH:11]=1. (3) Given the reactants [CH3:1][O:2][C:3](=[O:14])[C:4]([C:7]1[CH:12]=[CH:11][C:10](Br)=[CH:9][CH:8]=1)([CH3:6])[CH3:5].[B:15]1([B:15]2[O:19][C:18]([CH3:21])([CH3:20])[C:17]([CH3:23])([CH3:22])[O:16]2)[O:19][C:18]([CH3:21])([CH3:20])[C:17]([CH3:23])([CH3:22])[O:16]1, predict the reaction product. The product is: [CH3:1][O:2][C:3](=[O:14])[C:4]([CH3:6])([C:7]1[CH:12]=[CH:11][C:10]([B:15]2[O:19][C:18]([CH3:21])([CH3:20])[C:17]([CH3:23])([CH3:22])[O:16]2)=[CH:9][CH:8]=1)[CH3:5]. (4) Given the reactants BrCCBr.Cl[Si](C)(C)C.C(OC([N:17]1[CH2:22][CH2:21][CH:20](I)[CH2:19][CH2:18]1)=O)(C)(C)C.Br[C:25]1[N:30]=[CH:29][CH:28]=[CH:27][N:26]=1, predict the reaction product. The product is: [N:26]1[CH:27]=[CH:28][CH:29]=[N:30][C:25]=1[CH:20]1[CH2:19][CH2:18][NH:17][CH2:22][CH2:21]1. (5) The product is: [C:1]1([CH3:13])[CH:6]=[CH:5][CH:4]=[C:3]([CH:7]([CH3:12])[C:8]([OH:10])=[O:9])[CH:2]=1. Given the reactants [C:1]1([CH3:13])[CH:6]=[CH:5][CH:4]=[C:3]([CH:7]([CH3:12])[C:8]([O:10]C)=[O:9])[CH:2]=1.O.[OH-].[Li+], predict the reaction product.